From a dataset of Forward reaction prediction with 1.9M reactions from USPTO patents (1976-2016). Predict the product of the given reaction. (1) Given the reactants [Cl:1][C:2]1[CH:3]=[C:4]([C@@H:12]([CH2:16][CH:17]2[CH2:22][CH2:21][C:20](=[O:23])[CH2:19][CH2:18]2)[C:13](O)=[O:14])[CH:5]=[CH:6][C:7]=1[S:8]([CH3:11])(=[O:10])=[O:9].C1(P(C2C=CC=CC=2)C2C=CC=CC=2)C=CC=CC=1.BrN1C(=O)CCC1=O.[NH2:51][C:52]1[CH:57]=[CH:56][C:55]([CH3:58])=[CH:54][N:53]=1.N1C(C)=CC=CC=1C, predict the reaction product. The product is: [Cl:1][C:2]1[CH:3]=[C:4]([C@@H:12]([CH2:16][CH:17]2[CH2:22][CH2:21][C:20](=[O:23])[CH2:19][CH2:18]2)[C:13]([NH:51][C:52]2[CH:57]=[CH:56][C:55]([CH3:58])=[CH:54][N:53]=2)=[O:14])[CH:5]=[CH:6][C:7]=1[S:8]([CH3:11])(=[O:9])=[O:10]. (2) Given the reactants [CH2:1]([C:4]1[S:29][C:7]2[N:8]=[C:9]([O:25][CH2:26][CH2:27][NH2:28])[N:10]=[C:11]([N:12]3[CH2:17][CH2:16][N:15]4[C:18]([C:21]([F:24])([F:23])[F:22])=[N:19][N:20]=[C:14]4[CH2:13]3)[C:6]=2[CH:5]=1)[CH2:2][CH3:3].[CH3:30][O:31][CH2:32][C:33](O)=[O:34], predict the reaction product. The product is: [CH3:30][O:31][CH2:32][C:33]([NH:28][CH2:27][CH2:26][O:25][C:9]1[N:10]=[C:11]([N:12]2[CH2:17][CH2:16][N:15]3[C:18]([C:21]([F:22])([F:24])[F:23])=[N:19][N:20]=[C:14]3[CH2:13]2)[C:6]2[CH:5]=[C:4]([CH2:1][CH2:2][CH3:3])[S:29][C:7]=2[N:8]=1)=[O:34]. (3) Given the reactants [CH3:1][N:2]1[CH:6]=[C:5]([C:7]2[C:12]3[C:13](=[O:16])[NH:14][CH2:15][C:11]=3[CH:10]=[C:9]([NH:17][C@@H:18]3[CH2:23][CH2:22][CH2:21][CH2:20][C@@H:19]3[NH:24][C:25](=[O:31])[O:26][C:27]([CH3:30])([CH3:29])[CH3:28])[N:8]=2)[CH:4]=[N:3]1.[Br:32]N1C(=O)CCC1=O, predict the reaction product. The product is: [Br:32][C:10]1[C:11]2[CH2:15][NH:14][C:13](=[O:16])[C:12]=2[C:7]([C:5]2[CH:4]=[N:3][N:2]([CH3:1])[CH:6]=2)=[N:8][C:9]=1[NH:17][C@@H:18]1[CH2:23][CH2:22][CH2:21][CH2:20][C@@H:19]1[NH:24][C:25](=[O:31])[O:26][C:27]([CH3:28])([CH3:30])[CH3:29]. (4) Given the reactants [Cl:1][C:2]1[CH:3]=[CH:4][C:5]([CH2:8][CH2:9][C:10]2[CH:15]=[CH:14][N:13]([C:16]3[CH:21]=[CH:20][C:19]4[C:22]5[CH2:23][N:24](C(OC(C)(C)C)=O)[CH2:25][CH2:26][C:27]=5[O:28][C:18]=4[CH:17]=3)[C:12](=[O:36])[N:11]=2)=[N:6][CH:7]=1.Cl, predict the reaction product. The product is: [Cl:1][C:2]1[CH:3]=[CH:4][C:5]([CH2:8][CH2:9][C:10]2[CH:15]=[CH:14][N:13]([C:16]3[CH:21]=[CH:20][C:19]4[C:22]5[CH2:23][NH:24][CH2:25][CH2:26][C:27]=5[O:28][C:18]=4[CH:17]=3)[C:12](=[O:36])[N:11]=2)=[N:6][CH:7]=1. (5) Given the reactants [CH3:1][C:2]12[CH2:11][CH:6]3[CH2:7][CH:8]([CH2:10][C:4]([CH3:12])([CH2:5]3)[CH2:3]1)[CH2:9]2.CC1(C)C2CC3CC(CC1(C)C3)C2.[Br:26]Br, predict the reaction product. The product is: [Br:26][C:6]12[CH2:11][C:2]3([CH3:1])[CH2:9][CH:8]([CH2:10][C:4]([CH3:12])([CH2:3]3)[CH2:5]1)[CH2:7]2. (6) Given the reactants [N+:1]([C:4]1[CH:11]=[CH:10][C:7]([CH2:8]Br)=[CH:6][CH:5]=1)([O-:3])=[O:2].C1(P(C2C=CC=CC=2)C2C=CC=CC=2)C=CC=CC=1.[O-]CCCC.[K+].[CH:37]([C:39]1[N:40]=[C:41]([NH:44][C:45](=[O:49])[CH:46]([CH3:48])[CH3:47])[S:42][CH:43]=1)=O, predict the reaction product. The product is: [CH3:47][CH:46]([CH3:48])[C:45]([NH:44][C:41]1[S:42][CH:43]=[C:39](/[CH:37]=[CH:8]/[C:7]2[CH:10]=[CH:11][C:4]([N+:1]([O-:3])=[O:2])=[CH:5][CH:6]=2)[N:40]=1)=[O:49]. (7) Given the reactants C[N:2]([CH:4]=[C:5]1[CH2:11][CH2:10][CH2:9][C:8]2[CH:12]=[C:13]([N:16]3[CH2:20][C@H:19]([CH2:21][O:22][C:23]4[CH:27]=[CH:26][O:25][N:24]=4)[O:18][C:17]3=[O:28])[CH:14]=[CH:15][C:7]=2[C:6]1=O)C.O.[NH2:31]N, predict the reaction product. The product is: [O:25]1[CH:26]=[CH:27][C:23]([O:22][CH2:21][C@@H:19]2[O:18][C:17](=[O:28])[N:16]([C:13]3[CH:14]=[CH:15][C:7]4[C:6]5[NH:31][N:2]=[CH:4][C:5]=5[CH2:11][CH2:10][CH2:9][C:8]=4[CH:12]=3)[CH2:20]2)=[N:24]1. (8) Given the reactants [Br:1][C:2]1[C:6]2[C:7]([Cl:12])=[N:8][CH:9]=[C:10]([CH3:11])[C:5]=2[S:4][CH:3]=1.C1C(=O)N([Br:20])C(=O)C1.C(OOC(=O)C1C=CC=CC=1)(=O)C1C=CC=CC=1, predict the reaction product. The product is: [Br:1][C:2]1[C:6]2[C:7]([Cl:12])=[N:8][CH:9]=[C:10]([CH2:11][Br:20])[C:5]=2[S:4][CH:3]=1. (9) Given the reactants [NH2:1][C@@H:2]([CH2:7][C:8]#[C:9][C:10]1[CH:15]=[CH:14][C:13]([NH:16][CH2:17][C:18]2[CH:23]=[CH:22][CH:21]=[CH:20][C:19]=2[F:24])=[CH:12][CH:11]=1)[C:3]([O:5][CH3:6])=[O:4], predict the reaction product. The product is: [F:24][C:19]1[CH:20]=[CH:21][CH:22]=[CH:23][C:18]=1[CH2:17][NH:16][C:13]1[CH:14]=[CH:15][C:10]([C:9]2[CH2:8][CH2:7][C@@H:2]([C:3]([O:5][CH3:6])=[O:4])[N:1]=2)=[CH:11][CH:12]=1. (10) Given the reactants [OH:1][C:2]1[CH:24]=[CH:23][C:5]([O:6][CH:7]2[CH2:10][N:9]([C:11]3[CH:16]=[CH:15][C:14]([C@@H:17]([NH:19][C:20](=[O:22])[CH3:21])[CH3:18])=[CH:13][CH:12]=3)[CH2:8]2)=[CH:4][CH:3]=1.C(=O)([O-])[O-].[K+].[K+].Br[CH:32]([CH3:34])[CH3:33], predict the reaction product. The product is: [CH:32]([O:1][C:2]1[CH:3]=[CH:4][C:5]([O:6][CH:7]2[CH2:8][N:9]([C:11]3[CH:16]=[CH:15][C:14]([C@@H:17]([NH:19][C:20](=[O:22])[CH3:21])[CH3:18])=[CH:13][CH:12]=3)[CH2:10]2)=[CH:23][CH:24]=1)([CH3:34])[CH3:33].